From a dataset of Forward reaction prediction with 1.9M reactions from USPTO patents (1976-2016). Predict the product of the given reaction. (1) Given the reactants [C:1]([C:5]1[CH:6]=[C:7]([N:12]2[C:16]([CH2:17][CH:18]3[CH2:23][CH2:22][CH2:21][CH2:20][CH2:19]3)=[C:15]([Cl:24])[C:14]([C:25]([O:27]C)=O)=[N:13]2)[CH:8]=[C:9]([CH3:11])[CH:10]=1)([CH3:4])([CH3:3])[CH3:2].[OH-].[Na+].C(Cl)(=O)C([Cl:34])=O, predict the reaction product. The product is: [C:1]([C:5]1[CH:6]=[C:7]([N:12]2[C:16]([CH2:17][CH:18]3[CH2:23][CH2:22][CH2:21][CH2:20][CH2:19]3)=[C:15]([Cl:24])[C:14]([C:25]([Cl:34])=[O:27])=[N:13]2)[CH:8]=[C:9]([CH3:11])[CH:10]=1)([CH3:3])([CH3:4])[CH3:2]. (2) Given the reactants [C:1](O)(=[O:12])[CH2:2][C:3]1[C:4](=[CH:8][CH:9]=[CH:10][CH:11]=1)[C:5](O)=[O:6].[H-].[Al+3].[Li+].[H-].[H-].[H-].O.[OH-].[Na+], predict the reaction product. The product is: [OH:6][CH2:5][C:4]1[CH:8]=[CH:9][CH:10]=[CH:11][C:3]=1[CH2:2][CH2:1][OH:12]. (3) The product is: [O:12]=[C:8]1[CH:7]=[C:6]([C:13]([F:16])([F:14])[F:15])[C:5]2[C:10](=[CH:11][C:2]([O:1][CH2:18][CH2:19][NH:20][C:21](=[O:27])[O:22][C:23]([CH3:26])([CH3:25])[CH3:24])=[CH:3][CH:4]=2)[O:9]1. Given the reactants [OH:1][C:2]1[CH:11]=[C:10]2[C:5]([C:6]([C:13]([F:16])([F:15])[F:14])=[CH:7][C:8](=[O:12])[O:9]2)=[CH:4][CH:3]=1.Br[CH2:18][CH2:19][NH:20][C:21](=[O:27])[O:22][C:23]([CH3:26])([CH3:25])[CH3:24].C([O-])([O-])=O.[K+].[K+].C([O-])(O)=O.[Na+], predict the reaction product. (4) Given the reactants [C:1](#[N:5])[CH2:2][C:3]#[N:4].CN(P(N(C)C)(N(C)C)=O)C.[H-].[Na+].I[CH2:20][C@H:21]([NH:26][C:27]([C:40]1[CH:45]=[CH:44][CH:43]=[CH:42][CH:41]=1)([C:34]1[CH:39]=[CH:38][CH:37]=[CH:36][CH:35]=1)[C:28]1[CH:33]=[CH:32][CH:31]=[CH:30][CH:29]=1)[C:22]([O:24][CH3:25])=[O:23], predict the reaction product. The product is: [C:3]([CH:2]([C:1]#[N:5])[CH2:20][C@H:21]([NH:26][C:27]([C:40]1[CH:45]=[CH:44][CH:43]=[CH:42][CH:41]=1)([C:34]1[CH:35]=[CH:36][CH:37]=[CH:38][CH:39]=1)[C:28]1[CH:33]=[CH:32][CH:31]=[CH:30][CH:29]=1)[C:22]([O:24][CH3:25])=[O:23])#[N:4]. (5) Given the reactants [CH:1]1([NH:4][CH3:5])[CH2:3][CH2:2]1.FC(F)(F)S([O-])(=O)=O.[N:14]1([S:19](N2C=C[NH+](C)C2)(=[O:21])=[O:20])[CH:18]=[CH:17][N:16]=[CH:15]1, predict the reaction product. The product is: [CH:1]1([N:4]([CH3:5])[S:19]([N:14]2[CH:18]=[CH:17][N:16]=[CH:15]2)(=[O:21])=[O:20])[CH2:3][CH2:2]1. (6) Given the reactants [H-].[Na+].[CH2:3]([O:5][C:6](=[O:18])[CH2:7][S:8][C:9]1[NH:13][C:12]2[CH:14]=[CH:15][CH:16]=[CH:17][C:11]=2[N:10]=1)C.[CH2:19](Br)[CH2:20][CH2:21][CH2:22][CH2:23][CH2:24][CH2:25][CH2:26][CH2:27][CH2:28][CH2:29][CH2:30][CH2:31][CH2:32][CH2:33][CH3:34], predict the reaction product. The product is: [CH3:3][O:5][C:6](=[O:18])[CH2:7][S:8][C:9]1[N:13]([CH2:34][CH2:33][CH2:32][CH2:31][CH2:30][CH2:29][CH2:28][CH2:27][CH2:26][CH2:25][CH2:24][CH2:23][CH2:22][CH2:21][CH2:20][CH3:19])[C:12]2[CH:14]=[CH:15][CH:16]=[CH:17][C:11]=2[N:10]=1. (7) Given the reactants [OH-].[Na+].C([O:5][C:6]([C:8]1[C:9]([CH3:30])=[N:10][N:11]2[C:16]([O:17][CH2:18][C:19]3[C:24]([F:25])=[CH:23][CH:22]=[CH:21][C:20]=3[F:26])=[CH:15][C:14]([CH:27]3[CH2:29][CH2:28]3)=[CH:13][C:12]=12)=[O:7])C.C[Si](C)(C)[O-].[K+], predict the reaction product. The product is: [CH:27]1([C:14]2[CH:15]=[C:16]([O:17][CH2:18][C:19]3[C:20]([F:26])=[CH:21][CH:22]=[CH:23][C:24]=3[F:25])[N:11]3[N:10]=[C:9]([CH3:30])[C:8]([C:6]([OH:7])=[O:5])=[C:12]3[CH:13]=2)[CH2:28][CH2:29]1.